This data is from Full USPTO retrosynthesis dataset with 1.9M reactions from patents (1976-2016). The task is: Predict the reactants needed to synthesize the given product. (1) The reactants are: [Cl:1][C:2]1[CH:7]=[CH:6][CH:5]=[CH:4][C:3]=1[C:8]1[NH:12][N:11]=[C:10]([S:13]COCCOC)[N:9]=1.C(=O)([O-])[O-].[K+].[K+].[CH3:26][C:27]1[CH:32]=[CH:31][C:30]([CH2:33]Br)=[CH:29][CH:28]=1.Cl. Given the product [Cl:1][C:2]1[CH:7]=[CH:6][CH:5]=[CH:4][C:3]=1[C:8]1[NH:12][N:11]([CH2:26][C:27]2[CH:32]=[CH:31][C:30]([CH3:33])=[CH:29][CH:28]=2)[C:10](=[S:13])[N:9]=1, predict the reactants needed to synthesize it. (2) The reactants are: [H-].[Na+].[N+:3]([C:6]1[CH:7]=[CH:8][CH:9]=[C:10]2[C:14]=1[NH:13][C:12]([C:15]([O:17][CH2:18][CH3:19])=[O:16])=[CH:11]2)([O-:5])=[O:4].[CH3:20][O:21][CH2:22]Cl.O. Given the product [CH3:20][O:21][CH2:22][N:13]1[C:14]2[C:10](=[CH:9][CH:8]=[CH:7][C:6]=2[N+:3]([O-:5])=[O:4])[CH:11]=[C:12]1[C:15]([O:17][CH2:18][CH3:19])=[O:16], predict the reactants needed to synthesize it.